Dataset: Full USPTO retrosynthesis dataset with 1.9M reactions from patents (1976-2016). Task: Predict the reactants needed to synthesize the given product. (1) Given the product [Cl:26][C:27]1[CH:28]=[C:29]([C:2]2[CH:7]=[CH:6][N:5]=[CH:4][C:3]=2[N:8]([CH3:25])[C:9](=[O:24])[C:10]2[CH:15]=[C:14]([C:16]([F:19])([F:18])[F:17])[CH:13]=[C:12]([C:20]([F:23])([F:22])[F:21])[CH:11]=2)[C:30]([O:33][CH3:34])=[N:31][CH:32]=1, predict the reactants needed to synthesize it. The reactants are: Br[C:2]1[CH:7]=[CH:6][N:5]=[CH:4][C:3]=1[N:8]([CH3:25])[C:9](=[O:24])[C:10]1[CH:15]=[C:14]([C:16]([F:19])([F:18])[F:17])[CH:13]=[C:12]([C:20]([F:23])([F:22])[F:21])[CH:11]=1.[Cl:26][C:27]1[CH:28]=[C:29](B(O)O)[C:30]([O:33][CH3:34])=[N:31][CH:32]=1. (2) Given the product [CH3:18][C:2]([OH:19])([CH3:1])[CH2:3][N:4]1[CH:8]=[C:7]([C:21]2[C:29]3[C:24](=[CH:25][N:26]=[C:27]([C:30]4[CH:31]=[N:32][N:33]([CH3:35])[CH:34]=4)[CH:28]=3)[NH:23][N:22]=2)[CH:6]=[N:5]1, predict the reactants needed to synthesize it. The reactants are: [CH3:1][C:2]([OH:19])([CH3:18])[CH2:3][N:4]1[CH:8]=[C:7](B2OC(C)(C)C(C)(C)O2)[CH:6]=[N:5]1.Cl[C:21]1[C:29]2[C:24](=[CH:25][N:26]=[C:27]([C:30]3[CH:31]=[N:32][N:33]([CH3:35])[CH:34]=3)[CH:28]=2)[N:23](C2CCCCO2)[N:22]=1. (3) Given the product [C:5]([CH:4]([C:12](=[S:13])[NH:11][CH2:9][CH3:10])[C:3]([N:2]([CH3:8])[CH3:1])=[O:7])#[N:6], predict the reactants needed to synthesize it. The reactants are: [CH3:1][N:2]([CH3:8])[C:3](=[O:7])[CH2:4][C:5]#[N:6].[CH2:9]([N:11]=[C:12]=[S:13])[CH3:10]. (4) The reactants are: [F:1][C:2]1[C:3]([NH:16][C:17]2[CH:22]=[CH:21][C:20]([C:23]#[C:24][C:25]([OH:28])([CH3:27])[CH3:26])=[CH:19][C:18]=2[F:29])=[C:4]([CH:12]=[CH:13][C:14]=1[F:15])[C:5]([NH:7][O:8][CH2:9][CH2:10][OH:11])=[O:6]. Given the product [F:1][C:2]1[C:3]([NH:16][C:17]2[CH:22]=[CH:21][C:20]([CH2:23][CH2:24][C:25]([OH:28])([CH3:27])[CH3:26])=[CH:19][C:18]=2[F:29])=[C:4]([CH:12]=[CH:13][C:14]=1[F:15])[C:5]([NH:7][O:8][CH2:9][CH2:10][OH:11])=[O:6], predict the reactants needed to synthesize it. (5) The reactants are: [Br:1][C:2]1[N:3]([CH3:10])[C:4]([C:7]([OH:9])=O)=[CH:5][N:6]=1.C(Cl)CCl.[CH:15]1[CH:16]=CC2N(O)N=[N:21][C:19]=2[CH:20]=1.N1CCCC1. Given the product [Br:1][C:2]1[N:3]([CH3:10])[C:4]([C:7]([N:21]2[CH2:16][CH2:15][CH2:20][CH2:19]2)=[O:9])=[CH:5][N:6]=1, predict the reactants needed to synthesize it. (6) The reactants are: C(NCC1C=CN=C(NCC2[N:17]3[CH:18]=[C:19](C)[CH:20]=[CH:21]C3=NC=2C2C=CC(F)=CC=2)N=1)C.[Cl:30][C:31]1[CH:32]=[CH:33][C:34]2[N:35]([C:37]([CH2:47][NH:48][C:49]3[N:54]=[C:53]([CH:55]=O)[CH:52]=[CH:51][N:50]=3)=[C:38]([C:40]3[CH:45]=[CH:44][C:43]([F:46])=[CH:42][CH:41]=3)[N:39]=2)[CH:36]=1.N1CCCC1. Given the product [Cl:30][C:31]1[CH:32]=[CH:33][C:34]2[N:35]([C:37]([CH2:47][NH:48][C:49]3[N:54]=[C:53]([CH2:55][N:17]4[CH2:18][CH2:19][CH2:20][CH2:21]4)[CH:52]=[CH:51][N:50]=3)=[C:38]([C:40]3[CH:45]=[CH:44][C:43]([F:46])=[CH:42][CH:41]=3)[N:39]=2)[CH:36]=1, predict the reactants needed to synthesize it. (7) Given the product [Cl:1][C:2]1[CH:3]=[C:4]([CH:8]([CH:11]=[O:12])[C:9]#[N:10])[CH:5]=[CH:6][CH:7]=1, predict the reactants needed to synthesize it. The reactants are: [Cl:1][C:2]1[CH:3]=[C:4]([CH2:8][C:9]#[N:10])[CH:5]=[CH:6][CH:7]=1.[CH:11](OCC)=[O:12]. (8) Given the product [CH3:18][O:16][C:15]([C@@H:8]([C:9]1[CH:10]=[CH:11][CH:12]=[CH:13][CH:14]=1)[C@H:6]1[NH:5][CH2:4][CH2:3][CH2:2][CH2:7]1)=[O:17].[ClH:1], predict the reactants needed to synthesize it. The reactants are: [ClH:1].[CH2:2]1[CH2:7][CH:6]([CH:8]([C:15]([OH:17])=[O:16])[C:9]2[CH:14]=[CH:13][CH:12]=[CH:11][CH:10]=2)[NH:5][CH2:4][CH2:3]1.[C:18](OC)(OC)(OC)C. (9) Given the product [F:8][C:9]1[CH:10]=[C:11]([NH:19][C:20]([C@H:22]2[C:31]3[C:26](=[CH:27][C:28]([O:32][CH3:33])=[CH:29][CH:30]=3)[CH2:25][CH2:24][N:23]2[C:34]([C@@H:36]2[CH2:39][C@H:38]([CH2:40][C:41]([OH:43])=[O:42])[CH2:37]2)=[O:35])=[O:21])[CH:12]=[CH:13][C:14]=1[Si:15]([CH3:16])([CH3:17])[CH3:18], predict the reactants needed to synthesize it. The reactants are: C(O)(C(F)(F)F)=O.[F:8][C:9]1[CH:10]=[C:11]([NH:19][C:20]([C@H:22]2[C:31]3[C:26](=[CH:27][C:28]([O:32][CH3:33])=[CH:29][CH:30]=3)[CH2:25][CH2:24][N:23]2[C:34]([C@@H:36]2[CH2:39][C@H:38]([CH2:40][C:41]([O:43]C(C)(C)C)=[O:42])[CH2:37]2)=[O:35])=[O:21])[CH:12]=[CH:13][C:14]=1[Si:15]([CH3:18])([CH3:17])[CH3:16].C(=O)([O-])O.[Na+]. (10) Given the product [S:3]1[C:4]2[CH:10]=[CH:9][CH:8]=[CH:7][C:5]=2[N:6]=[C:2]1[NH:15][C:14]1[CH:16]=[CH:17][C:18]([Cl:19])=[C:12]([Cl:11])[CH:13]=1, predict the reactants needed to synthesize it. The reactants are: Cl[C:2]1[S:3][C:4]2[CH:10]=[CH:9][CH:8]=[CH:7][C:5]=2[N:6]=1.[Cl:11][C:12]1[CH:13]=[C:14]([CH:16]=[CH:17][C:18]=1[Cl:19])[NH2:15].